Predict the reactants needed to synthesize the given product. From a dataset of Full USPTO retrosynthesis dataset with 1.9M reactions from patents (1976-2016). (1) Given the product [CH:38]1([NH:37][S:34]([C:30]2[CH:29]=[C:28]([NH:27][C:12]([C:11]3[CH:10]=[N:9][N:8]4[C:3]([CH:2]([F:1])[F:26])=[CH:4][C:5]([C:15]5[CH:20]=[CH:19][C:18]([C:21]([F:23])([F:24])[F:22])=[C:17]([CH3:25])[CH:16]=5)=[N:6][C:7]=34)=[O:13])[CH:33]=[CH:32][CH:31]=2)(=[O:36])=[O:35])[CH2:40][CH2:39]1, predict the reactants needed to synthesize it. The reactants are: [F:1][CH:2]([F:26])[C:3]1[N:8]2[N:9]=[CH:10][C:11]([C:12](O)=[O:13])=[C:7]2[N:6]=[C:5]([C:15]2[CH:20]=[CH:19][C:18]([C:21]([F:24])([F:23])[F:22])=[C:17]([CH3:25])[CH:16]=2)[CH:4]=1.[NH2:27][C:28]1[CH:29]=[C:30]([S:34]([NH:37][CH:38]2[CH2:40][CH2:39]2)(=[O:36])=[O:35])[CH:31]=[CH:32][CH:33]=1. (2) The reactants are: Br[C:2]1[C:10]2[S:9][N:8]=[CH:7][C:6]=2[C:5]([F:11])=[CH:4][CH:3]=1.[B:12]1([B:12]2[O:16][C:15]([CH3:18])([CH3:17])[C:14]([CH3:20])([CH3:19])[O:13]2)[O:16][C:15]([CH3:18])([CH3:17])[C:14]([CH3:20])([CH3:19])[O:13]1.C([O-])(=O)C.[K+]. Given the product [F:11][C:5]1[C:6]2[CH:7]=[N:8][S:9][C:10]=2[C:2]([B:12]2[O:16][C:15]([CH3:18])([CH3:17])[C:14]([CH3:20])([CH3:19])[O:13]2)=[CH:3][CH:4]=1, predict the reactants needed to synthesize it.